Dataset: HIV replication inhibition screening data with 41,000+ compounds from the AIDS Antiviral Screen. Task: Binary Classification. Given a drug SMILES string, predict its activity (active/inactive) in a high-throughput screening assay against a specified biological target. (1) The molecule is O=C1C(=Cc2ccc(F)cc2)C(=O)c2ccccc21. The result is 0 (inactive). (2) The compound is Oc1ncnc2c1sc(=S)n2-c1ccccc1. The result is 0 (inactive). (3) The compound is Cc1ncc([N+](=O)[O-])n1CC(O)CCl. The result is 0 (inactive). (4) The drug is O=c1ccc2ccccc2o1. The result is 0 (inactive).